Task: Binary Classification. Given a T-cell receptor sequence (or CDR3 region) and an epitope sequence, predict whether binding occurs between them.. Dataset: TCR-epitope binding with 47,182 pairs between 192 epitopes and 23,139 TCRs (1) The epitope is FIAGLIAIV. The TCR CDR3 sequence is CASSSDTQYF. Result: 0 (the TCR does not bind to the epitope). (2) The epitope is RLDKVEAEV. The TCR CDR3 sequence is CASSSSGRYEQYF. Result: 0 (the TCR does not bind to the epitope). (3) The epitope is TPRVTGGGAM. The TCR CDR3 sequence is CASSLGTPNEQFF. Result: 1 (the TCR binds to the epitope).